Dataset: Forward reaction prediction with 1.9M reactions from USPTO patents (1976-2016). Task: Predict the product of the given reaction. (1) The product is: [C:42]([O:41][C:39]([C:38]1[N:36]=[CH:37][N:13]2[C:14]=1[CH2:15][N:16]([CH3:19])[C:17](=[O:18])[C:11]1[CH:10]=[C:9]([O:8][CH2:1][C:2]3[CH:7]=[CH:6][CH:5]=[CH:4][CH:3]=3)[CH:22]=[CH:21][C:12]2=1)=[O:40])([CH3:45])([CH3:44])[CH3:43]. Given the reactants [CH2:1]([O:8][C:9]1[CH:22]=[CH:21][C:12]2[NH:13][C:14](=O)[CH2:15][N:16]([CH3:19])[C:17](=[O:18])[C:11]=2[CH:10]=1)[C:2]1[CH:7]=[CH:6][CH:5]=[CH:4][CH:3]=1.[H-].[Na+].[H][H].P(Cl)(OCC)(OCC)=O.[N+:36]([CH2:38][C:39]([O:41][C:42]([CH3:45])([CH3:44])[CH3:43])=[O:40])#[C-:37], predict the reaction product. (2) Given the reactants [Cl:1][C:2]1[CH:3]=[C:4]([F:31])[C:5]2[N:11]3[CH:12]=[CH:13][CH:14]=[C:10]3[CH:9]([CH2:15][C:16]([O:18]C)=[O:17])[O:8][CH:7]([C:20]3[CH:25]=[CH:24][CH:23]=[C:22]([O:26][CH3:27])[C:21]=3[O:28][CH3:29])[C:6]=2[CH:30]=1.C(=O)([O-])[O-].[K+].[K+].Cl, predict the reaction product. The product is: [Cl:1][C:2]1[CH:3]=[C:4]([F:31])[C:5]2[N:11]3[CH:12]=[CH:13][CH:14]=[C:10]3[CH:9]([CH2:15][C:16]([OH:18])=[O:17])[O:8][CH:7]([C:20]3[CH:25]=[CH:24][CH:23]=[C:22]([O:26][CH3:27])[C:21]=3[O:28][CH3:29])[C:6]=2[CH:30]=1. (3) Given the reactants [CH3:1][O:2][C:3]1[CH:4]=[C:5]2[C:9](=[CH:10][CH:11]=1)[C:8](=[O:12])[C:7](=[CH:13][C:14]1[CH:19]=[CH:18][CH:17]=[CH:16][CH:15]=1)[CH2:6]2, predict the reaction product. The product is: [CH3:1][O:2][C:3]1[CH:4]=[C:5]2[C:9](=[CH:10][CH:11]=1)[C:8](=[O:12])[CH:7]([CH2:13][C:14]1[CH:19]=[CH:18][CH:17]=[CH:16][CH:15]=1)[CH2:6]2.